Predict which catalyst facilitates the given reaction. From a dataset of Catalyst prediction with 721,799 reactions and 888 catalyst types from USPTO. (1) Reactant: [F:1][C:2]1[CH:10]=[CH:9][C:8]2[NH:7][C:6]3[C:11]([C:16]#[N:17])=[CH:12][NH:13][C:14](=O)[C:5]=3[C:4]=2[CH:3]=1.O=P(Cl)(Cl)[Cl:20].CC(OC)(C)C. Product: [Cl:20][C:14]1[C:5]2[C:4]3[CH:3]=[C:2]([F:1])[CH:10]=[CH:9][C:8]=3[NH:7][C:6]=2[C:11]([C:16]#[N:17])=[CH:12][N:13]=1.[ClH:20]. The catalyst class is: 12. (2) Reactant: [H-].[Na+].[Br:3][C:4]1[CH:17]=[CH:16][C:7]([O:8][CH2:9][CH2:10][CH:11]([CH2:14][OH:15])[CH2:12][OH:13])=[CH:6][CH:5]=1.[S:18](Cl)([C:21]1[CH:27]=[CH:26][C:24]([CH3:25])=[CH:23][CH:22]=1)(=[O:20])=[O:19]. Product: [CH3:25][C:24]1[CH:26]=[CH:27][C:21]([S:18]([O:13][CH2:12][CH:11]([CH2:14][OH:15])[CH2:10][CH2:9][O:8][C:7]2[CH:6]=[CH:5][C:4]([Br:3])=[CH:17][CH:16]=2)(=[O:20])=[O:19])=[CH:22][CH:23]=1. The catalyst class is: 7. (3) Reactant: [CH2:1]([O:3][C:4]([C:6]1[CH:10]=[C:9]([OH:11])[NH:8][N:7]=1)=[O:5])[CH3:2].[C:12](=O)([O-])[O-].[Cs+].[Cs+].IC. Product: [CH2:1]([O:3][C:4]([C:6]1[CH:10]=[C:9]([O:11][CH3:12])[NH:8][N:7]=1)=[O:5])[CH3:2]. The catalyst class is: 9. (4) Reactant: [CH3:1][C:2]1[C:7](=[O:8])[C:6]([CH3:9])=[CH:5][N:4]([C:10]2[N:18]=[CH:17][N:16]=[C:15]3[C:11]=2[NH:12][CH:13]=[N:14]3)[CH:3]=1.C([O-])([O-])=O.[K+].[K+].[CH2:25](I)[CH3:26]. Product: [CH2:25]([N:14]1[CH:13]=[N:12][C:11]2[C:15]1=[N:16][CH:17]=[N:18][C:10]=2[N:4]1[CH:5]=[C:6]([CH3:9])[C:7](=[O:8])[C:2]([CH3:1])=[CH:3]1)[CH3:26]. The catalyst class is: 3.